Dataset: Catalyst prediction with 721,799 reactions and 888 catalyst types from USPTO. Task: Predict which catalyst facilitates the given reaction. (1) Reactant: [CH3:1][O:2][C:3](=[O:16])[C:4]1[CH:9]=[C:8]([N:10]2[CH2:14][CH2:13][CH2:12][CH2:11]2)[CH:7]=[CH:6][C:5]=1Br.[Cu][C:18]#[N:19].CN(C=O)C. Product: [CH3:1][O:2][C:3](=[O:16])[C:4]1[CH:9]=[C:8]([N:10]2[CH2:14][CH2:13][CH2:12][CH2:11]2)[CH:7]=[CH:6][C:5]=1[C:18]#[N:19]. The catalyst class is: 13. (2) Reactant: [CH3:1][O:2][C:3](=[O:21])[C:4]([NH:17][C:18](=[O:20])[CH3:19])=[CH:5][C:6]1[C:15]2[C:10](=[CH:11][CH:12]=[CH:13][CH:14]=2)[C:9]([NH2:16])=[CH:8][CH:7]=1. Product: [CH3:1][O:2][C:3](=[O:21])[CH:4]([NH:17][C:18](=[O:20])[CH3:19])[CH2:5][C:6]1[C:15]2[C:10](=[CH:11][CH:12]=[CH:13][CH:14]=2)[C:9]([NH2:16])=[CH:8][CH:7]=1. The catalyst class is: 407. (3) Reactant: [NH2:1]/[C:2](=[N:16]\[OH:17])/[C@H:3]1[CH2:7][CH2:6][C@H:5]([NH:8][C:9](=[O:15])[O:10][C:11]([CH3:14])([CH3:13])[CH3:12])[CH2:4]1.[C:18]([O-])(=O)[CH3:19].[Na+]. Product: [C:18]1([C:19]2[O:17][N:16]=[C:2]([C@H:3]3[CH2:7][CH2:6][C@H:5]([NH:8][C:9](=[O:15])[O:10][C:11]([CH3:12])([CH3:13])[CH3:14])[CH2:4]3)[N:1]=2)[CH:6]=[CH:7][CH:3]=[CH:4][CH:5]=1. The catalyst class is: 40. (4) Reactant: [N:1]([CH2:4][CH2:5][O:6][C:7]1[CH:12]=[CH:11][C:10]([CH2:13][CH:14]([O:20][C:21]2[CH:26]=[CH:25][CH:24]=[CH:23][CH:22]=2)[C:15]([O:17][CH2:18][CH3:19])=[O:16])=[CH:9][CH:8]=1)=[N+]=[N-]. Product: [NH2:1][CH2:4][CH2:5][O:6][C:7]1[CH:8]=[CH:9][C:10]([CH2:13][CH:14]([O:20][C:21]2[CH:22]=[CH:23][CH:24]=[CH:25][CH:26]=2)[C:15]([O:17][CH2:18][CH3:19])=[O:16])=[CH:11][CH:12]=1. The catalyst class is: 45. (5) Reactant: C(OC([N:8]1[CH2:12][C@@H:11]([NH:13][C:14]([O:16][CH2:17][CH:18]2[C:30]3[CH:29]=[CH:28][CH:27]=[CH:26][C:25]=3[C:24]3[C:19]2=[CH:20][CH:21]=[CH:22][CH:23]=3)=[O:15])[CH2:10][C@H:9]1[C:31](=[O:43])[NH:32][C@H:33]1[C:42]2[C:37](=[CH:38][CH:39]=[CH:40][CH:41]=2)[CH2:36][CH2:35][CH2:34]1)=O)(C)(C)C.[C:44]([OH:50])([C:46]([F:49])([F:48])[F:47])=[O:45]. Product: [F:47][C:46]([F:49])([F:48])[C:44]([OH:50])=[O:45].[CH:20]1[C:19]2[CH:18]([CH2:17][O:16][C:14](=[O:15])[NH:13][C@H:11]3[CH2:10][C@@H:9]([C:31](=[O:43])[NH:32][C@H:33]4[C:42]5[C:37](=[CH:38][CH:39]=[CH:40][CH:41]=5)[CH2:36][CH2:35][CH2:34]4)[NH:8][CH2:12]3)[C:30]3[C:25](=[CH:26][CH:27]=[CH:28][CH:29]=3)[C:24]=2[CH:23]=[CH:22][CH:21]=1. The catalyst class is: 2.